This data is from NCI-60 drug combinations with 297,098 pairs across 59 cell lines. The task is: Regression. Given two drug SMILES strings and cell line genomic features, predict the synergy score measuring deviation from expected non-interaction effect. (1) Drug 1: CC1=C(C(=CC=C1)Cl)NC(=O)C2=CN=C(S2)NC3=CC(=NC(=N3)C)N4CCN(CC4)CCO. Drug 2: CN(C(=O)NC(C=O)C(C(C(CO)O)O)O)N=O. Cell line: NCI-H522. Synergy scores: CSS=4.26, Synergy_ZIP=-1.65, Synergy_Bliss=-0.861, Synergy_Loewe=1.21, Synergy_HSA=0.586. (2) Synergy scores: CSS=26.6, Synergy_ZIP=-9.69, Synergy_Bliss=-5.52, Synergy_Loewe=-23.7, Synergy_HSA=-3.92. Cell line: HOP-92. Drug 2: CN(C(=O)NC(C=O)C(C(C(CO)O)O)O)N=O. Drug 1: C1=C(C(=O)NC(=O)N1)N(CCCl)CCCl. (3) Cell line: UACC-257. Synergy scores: CSS=29.7, Synergy_ZIP=1.55, Synergy_Bliss=0.681, Synergy_Loewe=-1.75, Synergy_HSA=-2.18. Drug 1: CC12CCC3C(C1CCC2=O)CC(=C)C4=CC(=O)C=CC34C. Drug 2: CN(CCCl)CCCl.Cl. (4) Drug 1: CC1=C2C(C(=O)C3(C(CC4C(C3C(C(C2(C)C)(CC1OC(=O)C(C(C5=CC=CC=C5)NC(=O)OC(C)(C)C)O)O)OC(=O)C6=CC=CC=C6)(CO4)OC(=O)C)OC)C)OC. Drug 2: C1CN(P(=O)(OC1)NCCCl)CCCl. Cell line: SNB-75. Synergy scores: CSS=39.5, Synergy_ZIP=-0.249, Synergy_Bliss=0.564, Synergy_Loewe=-36.4, Synergy_HSA=0.821. (5) Drug 1: CN1CCC(CC1)COC2=C(C=C3C(=C2)N=CN=C3NC4=C(C=C(C=C4)Br)F)OC. Drug 2: CC=C1C(=O)NC(C(=O)OC2CC(=O)NC(C(=O)NC(CSSCCC=C2)C(=O)N1)C(C)C)C(C)C. Cell line: RXF 393. Synergy scores: CSS=44.2, Synergy_ZIP=-4.75, Synergy_Bliss=-6.06, Synergy_Loewe=-44.1, Synergy_HSA=-4.95. (6) Drug 1: CC12CCC3C(C1CCC2=O)CC(=C)C4=CC(=O)C=CC34C. Drug 2: C1=C(C(=O)NC(=O)N1)F. Cell line: SF-268. Synergy scores: CSS=42.8, Synergy_ZIP=6.71, Synergy_Bliss=8.19, Synergy_Loewe=7.33, Synergy_HSA=10.5. (7) Drug 1: C1CCN(CC1)CCOC2=CC=C(C=C2)C(=O)C3=C(SC4=C3C=CC(=C4)O)C5=CC=C(C=C5)O. Drug 2: CC=C1C(=O)NC(C(=O)OC2CC(=O)NC(C(=O)NC(CSSCCC=C2)C(=O)N1)C(C)C)C(C)C. Cell line: CCRF-CEM. Synergy scores: CSS=33.6, Synergy_ZIP=6.31, Synergy_Bliss=11.2, Synergy_Loewe=-52.1, Synergy_HSA=8.19.